From a dataset of Full USPTO retrosynthesis dataset with 1.9M reactions from patents (1976-2016). Predict the reactants needed to synthesize the given product. (1) Given the product [C:21]([O:20][C:18]([N:25]1[CH2:30][CH2:29][CH:28]([N:13]2[CH2:14][CH2:15][CH:10]([O:9][C:8]3[CH:7]=[CH:6][C:5]([S:2]([CH3:1])(=[O:4])=[O:3])=[CH:17][CH:16]=3)[CH2:11][CH2:12]2)[CH2:27][CH2:26]1)=[O:19])([CH3:24])([CH3:22])[CH3:23], predict the reactants needed to synthesize it. The reactants are: [CH3:1][S:2]([C:5]1[CH:17]=[CH:16][C:8]([O:9][CH:10]2[CH2:15][CH2:14][NH:13][CH2:12][CH2:11]2)=[CH:7][CH:6]=1)(=[O:4])=[O:3].[C:18]([N:25]1[CH2:30][CH2:29][C:28](=O)[CH2:27][CH2:26]1)([O:20][C:21]([CH3:24])([CH3:23])[CH3:22])=[O:19].[BH-](OC(C)=O)(OC(C)=O)OC(C)=O.[Na+].[OH-].[Na+]. (2) Given the product [N:28]1[CH:29]=[CH:30][C:25]([C:22]2[N:20]3[N:21]=[C:16]([NH:15][C:12]4[CH:13]=[CH:14][C:9]([OH:8])=[CH:10][CH:11]=4)[CH:17]=[CH:18][C:19]3=[N:24][CH:23]=2)=[CH:26][CH:27]=1, predict the reactants needed to synthesize it. The reactants are: C([O:8][C:9]1[CH:14]=[CH:13][C:12]([NH:15][C:16]2[CH:17]=[CH:18][C:19]3[N:20]([C:22]([C:25]4[CH:30]=[CH:29][N:28]=[CH:27][CH:26]=4)=[CH:23][N:24]=3)[N:21]=2)=[CH:11][CH:10]=1)C1C=CC=CC=1.C1CCCCC=1. (3) Given the product [F:34][C:35]([F:48])([F:47])[S:36]([O:10][C:7]1[CH:8]=[CH:9][N:4]2[N:3]=[C:2]([CH3:1])[C:11]([C:12]3[S:13][C:14]([C:23]4[N:27]=[CH:26][N:25]([CH:28]5[CH2:33][CH2:32][CH2:31][CH2:30][O:29]5)[N:24]=4)=[C:15]([C:17]4[CH:22]=[CH:21][CH:20]=[CH:19][CH:18]=4)[N:16]=3)=[C:5]2[CH:6]=1)(=[O:38])=[O:37], predict the reactants needed to synthesize it. The reactants are: [CH3:1][C:2]1[C:11]([C:12]2[S:13][C:14]([C:23]3[N:27]=[CH:26][N:25]([CH:28]4[CH2:33][CH2:32][CH2:31][CH2:30][O:29]4)[N:24]=3)=[C:15]([C:17]3[CH:22]=[CH:21][CH:20]=[CH:19][CH:18]=3)[N:16]=2)=[C:5]2[CH:6]=[C:7]([OH:10])[CH:8]=[CH:9][N:4]2[N:3]=1.[F:34][C:35]([F:48])([F:47])[S:36](O[S:36]([C:35]([F:48])([F:47])[F:34])(=[O:38])=[O:37])(=[O:38])=[O:37].O.CCOC(C)=O. (4) Given the product [C:26]([C:30]1[CH:31]=[CH:32][C:33]([CH:34]=[O:35])=[CH:37][CH:38]=1)([CH3:29])([CH3:27])[CH3:28], predict the reactants needed to synthesize it. The reactants are: C(C1C=CC(C)=CC=1)(C)(C)C.ON1C(=O)C2=CC=CC=C2C1=O.O=O.[C:26]([C:30]1[CH:38]=[CH:37][C:33]([C:34](O)=[O:35])=[CH:32][CH:31]=1)([CH3:29])([CH3:28])[CH3:27]. (5) Given the product [CH2:24]([N:26]([CH3:27])[C:21]([C:11]1[CH:12]=[C:13]([C:14]2[CH:19]=[N:18][C:17]([CH3:20])=[CH:16][N:15]=2)[N:9]([C:6]2[CH:7]=[N:8][C:3]([O:2][CH3:1])=[CH:4][CH:5]=2)[N:10]=1)=[O:23])[CH3:25], predict the reactants needed to synthesize it. The reactants are: [CH3:1][O:2][C:3]1[N:8]=[CH:7][C:6]([N:9]2[C:13]([C:14]3[CH:19]=[N:18][C:17]([CH3:20])=[CH:16][N:15]=3)=[CH:12][C:11]([C:21]([OH:23])=O)=[N:10]2)=[CH:5][CH:4]=1.[CH2:24]([NH:26][CH3:27])[CH3:25]. (6) Given the product [C:1]([O:5][C:6](=[O:26])[NH:7][CH2:8][C:9]1[N:18]([C:19]2[CH:24]=[CH:23][CH:22]=[CH:21][CH:20]=2)[C:12]2[CH:13]=[C:14]([F:17])[CH:15]=[CH:16][C:11]=2[N:10]=1)([CH3:4])([CH3:3])[CH3:2], predict the reactants needed to synthesize it. The reactants are: [C:1]([O:5][C:6](=[O:26])[NH:7][CH2:8][C:9](=O)[NH:10][C:11]1[CH:16]=[CH:15][C:14]([F:17])=[CH:13][C:12]=1[NH:18][C:19]1[CH:24]=[CH:23][CH:22]=[CH:21][CH:20]=1)([CH3:4])([CH3:3])[CH3:2].